Regression. Given two drug SMILES strings and cell line genomic features, predict the synergy score measuring deviation from expected non-interaction effect. From a dataset of NCI-60 drug combinations with 297,098 pairs across 59 cell lines. (1) Drug 1: C1CCC(CC1)NC(=O)N(CCCl)N=O. Drug 2: CN(CCCl)CCCl.Cl. Cell line: A549. Synergy scores: CSS=38.5, Synergy_ZIP=-9.91, Synergy_Bliss=-0.975, Synergy_Loewe=-1.46, Synergy_HSA=-0.349. (2) Drug 1: COC1=CC(=CC(=C1O)OC)C2C3C(COC3=O)C(C4=CC5=C(C=C24)OCO5)OC6C(C(C7C(O6)COC(O7)C8=CC=CS8)O)O. Drug 2: C1CCC(CC1)NC(=O)N(CCCl)N=O. Cell line: COLO 205. Synergy scores: CSS=37.7, Synergy_ZIP=-8.27, Synergy_Bliss=-2.95, Synergy_Loewe=-13.2, Synergy_HSA=0.291. (3) Drug 1: CC1=C(N=C(N=C1N)C(CC(=O)N)NCC(C(=O)N)N)C(=O)NC(C(C2=CN=CN2)OC3C(C(C(C(O3)CO)O)O)OC4C(C(C(C(O4)CO)O)OC(=O)N)O)C(=O)NC(C)C(C(C)C(=O)NC(C(C)O)C(=O)NCCC5=NC(=CS5)C6=NC(=CS6)C(=O)NCCC[S+](C)C)O. Drug 2: CNC(=O)C1=NC=CC(=C1)OC2=CC=C(C=C2)NC(=O)NC3=CC(=C(C=C3)Cl)C(F)(F)F. Cell line: OVCAR3. Synergy scores: CSS=14.5, Synergy_ZIP=3.78, Synergy_Bliss=0.469, Synergy_Loewe=-16.6, Synergy_HSA=-1.10. (4) Drug 1: CC1CCC2CC(C(=CC=CC=CC(CC(C(=O)C(C(C(=CC(C(=O)CC(OC(=O)C3CCCCN3C(=O)C(=O)C1(O2)O)C(C)CC4CCC(C(C4)OC)OCCO)C)C)O)OC)C)C)C)OC. Drug 2: C1CN1C2=NC(=NC(=N2)N3CC3)N4CC4. Cell line: CAKI-1. Synergy scores: CSS=52.5, Synergy_ZIP=2.12, Synergy_Bliss=4.35, Synergy_Loewe=4.64, Synergy_HSA=5.41. (5) Drug 1: CC(CN1CC(=O)NC(=O)C1)N2CC(=O)NC(=O)C2. Drug 2: CC1=CC2C(CCC3(C2CCC3(C(=O)C)OC(=O)C)C)C4(C1=CC(=O)CC4)C. Cell line: EKVX. Synergy scores: CSS=10.1, Synergy_ZIP=-2.76, Synergy_Bliss=-0.869, Synergy_Loewe=1.87, Synergy_HSA=2.43. (6) Drug 1: CC1=C(C(=CC=C1)Cl)NC(=O)C2=CN=C(S2)NC3=CC(=NC(=N3)C)N4CCN(CC4)CCO. Drug 2: CN(CCCl)CCCl.Cl. Cell line: SK-MEL-5. Synergy scores: CSS=14.2, Synergy_ZIP=-6.53, Synergy_Bliss=0.975, Synergy_Loewe=0.476, Synergy_HSA=0.0913. (7) Drug 1: CS(=O)(=O)C1=CC(=C(C=C1)C(=O)NC2=CC(=C(C=C2)Cl)C3=CC=CC=N3)Cl. Drug 2: CCCCC(=O)OCC(=O)C1(CC(C2=C(C1)C(=C3C(=C2O)C(=O)C4=C(C3=O)C=CC=C4OC)O)OC5CC(C(C(O5)C)O)NC(=O)C(F)(F)F)O. Cell line: COLO 205. Synergy scores: CSS=2.79, Synergy_ZIP=3.99, Synergy_Bliss=6.33, Synergy_Loewe=0.506, Synergy_HSA=-0.487. (8) Drug 1: C1=CC(=CC=C1C#N)C(C2=CC=C(C=C2)C#N)N3C=NC=N3. Drug 2: C(CCl)NC(=O)N(CCCl)N=O. Cell line: SW-620. Synergy scores: CSS=4.71, Synergy_ZIP=-1.80, Synergy_Bliss=1.10, Synergy_Loewe=0.586, Synergy_HSA=0.314.